From a dataset of Peptide-MHC class I binding affinity with 185,985 pairs from IEDB/IMGT. Regression. Given a peptide amino acid sequence and an MHC pseudo amino acid sequence, predict their binding affinity value. This is MHC class I binding data. The peptide sequence is LERPLAVQL. The MHC is HLA-B53:01 with pseudo-sequence HLA-B53:01. The binding affinity (normalized) is 0.213.